From a dataset of Catalyst prediction with 721,799 reactions and 888 catalyst types from USPTO. Predict which catalyst facilitates the given reaction. (1) Reactant: [CH3:1][O:2][C:3]([C@@H:5]1[CH2:10][CH2:9][C@@H:8]([O:11][Si:12]([C:25]([CH3:28])([CH3:27])[CH3:26])([C:19]2[CH:24]=[CH:23][CH:22]=[CH:21][CH:20]=2)[C:13]2[CH:18]=[CH:17][CH:16]=[CH:15][CH:14]=2)[CH2:7][C@H:6]1[C:29]([O:31]CC1C=CC=CC=1)=[O:30])=[O:4]. Product: [CH3:1][O:2][C:3]([C@@H:5]1[CH2:10][CH2:9][C@@H:8]([O:11][Si:12]([C:25]([CH3:28])([CH3:26])[CH3:27])([C:13]2[CH:14]=[CH:15][CH:16]=[CH:17][CH:18]=2)[C:19]2[CH:20]=[CH:21][CH:22]=[CH:23][CH:24]=2)[CH2:7][C@H:6]1[C:29]([OH:31])=[O:30])=[O:4]. The catalyst class is: 50. (2) Reactant: [NH2:1][C:2]1[CH:7]=[CH:6][C:5]([CH:8]2[CH2:13][N:12]([CH3:14])[C:11](=[O:15])[N:10]([CH3:16])[CH2:9]2)=[CH:4][C:3]=1[C:17]1[CH2:23][CH2:22][CH2:21][CH2:20][CH2:19][CH:18]=1.[C:24]([C:26]1[CH:27]=[C:28]([C:31](O)=[O:32])[NH:29][CH:30]=1)#[N:25].CCN=C=NCCCN(C)C.C1C=CC2N(O)N=NC=2C=1.CCN(C(C)C)C(C)C. Product: [C:17]1([C:3]2[CH:4]=[C:5]([CH:8]3[CH2:9][N:10]([CH3:16])[C:11](=[O:15])[N:12]([CH3:14])[CH2:13]3)[CH:6]=[CH:7][C:2]=2[NH:1][C:31]([C:28]2[NH:29][CH:30]=[C:26]([C:24]#[N:25])[CH:27]=2)=[O:32])[CH2:23][CH2:22][CH2:21][CH2:20][CH2:19][CH:18]=1. The catalyst class is: 2. (3) Reactant: CN(C(ON1N=NC2C=CC=CC1=2)=[N+](C)C)C.F[P-](F)(F)(F)(F)F.CCN(C(C)C)C(C)C.[OH:34]/[N:35]=[C:36](/[NH2:38])\[CH3:37].[CH3:39][O:40][C:41]1[C:42]([CH3:69])=[C:43]([C:50]([C:52]2[CH:53]=[C:54]3[C:59](=[CH:60][CH:61]=2)[NH:58][C:57](=[O:62])[N:56]([CH2:63][C:64](OC)=O)[C:55]3=[O:68])=[O:51])[N:44]2[C:49]=1[CH:48]=[CH:47][CH:46]=[CH:45]2. Product: [CH3:39][O:40][C:41]1[C:42]([CH3:69])=[C:43]([C:50]([C:52]2[CH:53]=[C:54]3[C:59](=[CH:60][CH:61]=2)[NH:58][C:57](=[O:62])[N:56]([CH2:63][C:64]2[O:34][N:35]=[C:36]([CH3:37])[N:38]=2)[C:55]3=[O:68])=[O:51])[N:44]2[C:49]=1[CH:48]=[CH:47][CH:46]=[CH:45]2. The catalyst class is: 18.